From a dataset of Forward reaction prediction with 1.9M reactions from USPTO patents (1976-2016). Predict the product of the given reaction. The product is: [OH:4][CH2:3][C:5]1[C:13]2[C:8](=[N:9][CH:10]=[CH:11][CH:12]=2)[N:7]([C:14]([O:16][C:17]([CH3:20])([CH3:19])[CH3:18])=[O:15])[CH:6]=1. Given the reactants CO.[CH:3]([C:5]1[C:13]2[C:8](=[N:9][CH:10]=[CH:11][CH:12]=2)[N:7]([C:14]([O:16][C:17]([CH3:20])([CH3:19])[CH3:18])=[O:15])[CH:6]=1)=[O:4].[BH4-].[Na+], predict the reaction product.